Regression. Given a target protein amino acid sequence and a drug SMILES string, predict the binding affinity score between them. We predict pKd (pKd = -log10(Kd in M); higher means stronger binding). Dataset: bindingdb_kd. From a dataset of Drug-target binding data from BindingDB using Kd measurements. The small molecule is Cc1ccc(-n2nc(C(C)(C)C)cc2NC(=O)Nc2ccc(OCCN3CCOCC3)c3ccccc23)cc1. The target protein sequence is HHSTVADGLITTLHYPAPKRNKPTVYGVSPNYDKWEMERTDITMKHKLGGGQYGEVYEGVWKKYSLTVAVKTLKEDTMEVEEFLKEAAVMKEIKHPNLVQLLGVCTREPPFYIITEFMTYGNLLDYLRECNRQEVNAVVLLYMATQISSATEYLEKKNFIHRDLAARNCLVGENHLVKVADFGLSRLMTGDTYTAHAGAKFPIKWTAPESLAYNKFSIKSDVWAFGVLLWEIATYGMSPYPGIDLSQVYELLEKDYRMERPEGCPEKVYELMRACWQWNPSDRPSFAEIHQAFETMFQES. The pKd is 5.7.